From a dataset of Reaction yield outcomes from USPTO patents with 853,638 reactions. Predict the reaction yield, written as a fraction of the theoretical maximum amount of product (1.0 means a 100% yield; for example, 0.34 means a 34% yield). (1) The reactants are [CH2:1]1[C:10]2[C:5](=[CH:6][CH:7]=[CH:8][CH:9]=2)[CH2:4][CH2:3][N:2]1[CH2:11][CH2:12][NH2:13].[N+:14]([C:17]1[CH:26]=[C:25]2[C:20]([CH2:21][CH2:22][CH2:23][C:24]2=O)=[CH:19][CH:18]=1)([O-:16])=[O:15].C(O)(C(F)(F)F)=O. The catalyst is C1(C)C=CC=CC=1.CCOC(C)=O. The product is [CH2:1]1[C:10]2[C:5](=[CH:6][CH:7]=[CH:8][CH:9]=2)[CH2:4][CH2:3][N:2]1[CH2:11][CH2:12][N:13]=[C:24]1[C:25]2[C:20](=[CH:19][CH:18]=[C:17]([N+:14]([O-:16])=[O:15])[CH:26]=2)[CH2:21][CH2:22][CH2:23]1. The yield is 0.940. (2) The reactants are [Cl:1][C:2]1[CH:7]=[CH:6][C:5]([NH:8][C:9]([NH:11][C:12]2[CH:17]=[CH:16][C:15]([O:18][CH2:19][CH2:20][N:21]3[CH2:25][CH2:24][CH2:23][CH2:22]3)=[C:14]([C:26]3[N:27]([CH3:31])[N:28]=[CH:29][CH:30]=3)[CH:13]=2)=[O:10])=[CH:4][CH:3]=1.[Cl:32]N1C(=O)CCC1=O. The catalyst is CO. The product is [Cl:32][C:30]1[CH:29]=[N:28][N:27]([CH3:31])[C:26]=1[C:14]1[CH:13]=[C:12]([NH:11][C:9]([NH:8][C:5]2[CH:6]=[CH:7][C:2]([Cl:1])=[CH:3][CH:4]=2)=[O:10])[CH:17]=[CH:16][C:15]=1[O:18][CH2:19][CH2:20][N:21]1[CH2:25][CH2:24][CH2:23][CH2:22]1. The yield is 0.380. (3) The reactants are S(Cl)(Cl)=O.CC(CCCC)C(O)=O.CC(CCCC)C(Cl)=O.[CH3:23][CH:24]([CH2:30][CH2:31][CH2:32][CH3:33])[C:25]([N:27]=[C:28]=[S:29])=[O:26].[CH3:34][O:35][C:36]1[CH:37]=[C:38]2[C:43](=[CH:44][C:45]=1[O:46][CH3:47])[N:42]=[CH:41][CH:40]=[C:39]2[O:48][C:49]1[CH:55]=[CH:54][C:52]([NH2:53])=[CH:51][CH:50]=1. The catalyst is C(O)C.C1(C)C=CC=CC=1. The product is [CH3:34][O:35][C:36]1[CH:37]=[C:38]2[C:43](=[CH:44][C:45]=1[O:46][CH3:47])[N:42]=[CH:41][CH:40]=[C:39]2[O:48][C:49]1[CH:50]=[CH:51][C:52]([NH:53][C:28]([NH:27][C:25](=[O:26])[CH:24]([CH3:23])[CH2:30][CH2:31][CH2:32][CH3:33])=[S:29])=[CH:54][CH:55]=1. The yield is 0.680. (4) The reactants are [Cl:1][C:2]1[CH:7]=[C:6](Cl)[N:5]=[CH:4][N:3]=1.[CH2:9]([Mg]Br)[CH:10]([CH3:12])[CH3:11].Cl. The catalyst is C/C(/[O-])=C\C(C)=O.C/C(/[O-])=C\C(C)=O.C/C(/[O-])=C\C(C)=O.[Fe+3].C1COCC1.CN1CCCC1=O. The product is [Cl:1][C:2]1[CH:7]=[C:6]([CH2:9][CH:10]([CH3:12])[CH3:11])[N:5]=[CH:4][N:3]=1. The yield is 0.650. (5) The reactants are [Br:1][C:2]1[C:3]([N:22]2[CH2:27][CH2:26][CH2:25][C@@H:24]([NH:28][CH2:29][CH2:30][O:31][Si](C(C)(C)C)(C)C)[CH2:23]2)=[C:4]2[C:10]([NH:11][C:12](=[O:21])[C:13]3[CH:18]=[CH:17][C:16]([F:19])=[C:15]([Cl:20])[CH:14]=3)=[CH:9][NH:8][C:5]2=[N:6][CH:7]=1.CCCC[N+](CCCC)(CCCC)CCCC.[F-].Cl. The catalyst is C1COCC1.C(Cl)Cl.CCOCC. The product is [ClH:20].[Br:1][C:2]1[C:3]([N:22]2[CH2:27][CH2:26][CH2:25][C@@H:24]([NH:28][CH2:29][CH2:30][OH:31])[CH2:23]2)=[C:4]2[C:10]([NH:11][C:12](=[O:21])[C:13]3[CH:18]=[CH:17][C:16]([F:19])=[C:15]([Cl:20])[CH:14]=3)=[CH:9][NH:8][C:5]2=[N:6][CH:7]=1. The yield is 0.540. (6) The catalyst is [Ni].N. The yield is 1.00. The product is [NH2:2][CH2:1][C:3]1[C:4](=[O:10])[NH:5][C:6]([CH3:12])=[CH:7][C:8]=1[CH3:9]. The reactants are [C:1]([C:3]1[C:4](C)([OH:10])[NH:5][CH:6]=[CH:7][C:8]=1[CH3:9])#[N:2].[CH3:12]O.